Dataset: Reaction yield outcomes from USPTO patents with 853,638 reactions. Task: Predict the reaction yield, written as a fraction of the theoretical maximum amount of product (1.0 means a 100% yield; for example, 0.34 means a 34% yield). (1) The reactants are C([O:3][C:4]([C:6]1[CH:11]=[CH:10][C:9]([C:12]2[CH:17]=[CH:16][CH:15]=[CH:14][C:13]=2[O:18][CH3:19])=[CH:8][CH:7]=1)=[O:5])C.[OH-].[Na+]. The catalyst is O1CCCC1. The product is [CH3:19][O:18][C:13]1[CH:14]=[CH:15][CH:16]=[CH:17][C:12]=1[C:9]1[CH:10]=[CH:11][C:6]([C:4]([OH:5])=[O:3])=[CH:7][CH:8]=1. The yield is 0.974. (2) The reactants are Cl[O-].[Na+].[CH2:4]1[C:12]2[C:7](=[CH:8][CH:9]=[C:10]([C:13](=[O:15])C)[CH:11]=2)[CH2:6][CH2:5]1.C([O-])(O)=[O:17].[Na+]. No catalyst specified. The product is [CH2:6]1[C:7]2[C:12](=[CH:11][C:10]([C:13]([OH:15])=[O:17])=[CH:9][CH:8]=2)[CH2:4][CH2:5]1. The yield is 0.990. (3) The reactants are [CH2:1]([S:3]([C:6]1[CH:11]=[CH:10][C:9](B2OC(C)(C)C(C)(C)O2)=[C:8]([F:21])[CH:7]=1)(=[O:5])=[O:4])[CH3:2].[Br:22][C:23]1[CH:28]=[CH:27][C:26]([F:29])=[C:25](I)[CH:24]=1.C([O-])([O-])=O.[Na+].[Na+]. The catalyst is C1(C)C=CC=CC=1.C(O)C.O.C1C=CC(P(C2C=CC=CC=2)[C-]2C=CC=C2)=CC=1.C1C=CC(P(C2C=CC=CC=2)[C-]2C=CC=C2)=CC=1.Cl[Pd]Cl.[Fe+2]. The product is [Br:22][C:23]1[CH:24]=[CH:25][C:26]([F:29])=[C:27]([C:9]2[CH:10]=[CH:11][C:6]([S:3]([CH2:1][CH3:2])(=[O:4])=[O:5])=[CH:7][C:8]=2[F:21])[CH:28]=1. The yield is 0.570. (4) The reactants are Br[C:2]1[C:7]([CH3:8])=[CH:6][C:5]([O:9][CH2:10][CH2:11][CH2:12][S:13]([CH3:16])(=[O:15])=[O:14])=[CH:4][C:3]=1[CH3:17].[CH:18]([C:20]1[CH:21]=[C:22](B(O)O)[CH:23]=[CH:24][CH:25]=1)=[O:19].O[Li].O.C1(P(C2CCCCC2)C2C=CC=CC=2C2C=CC=CC=2)CCCCC1. The catalyst is [Pd](Cl)Cl.O.CN(C)C(=O)C. The product is [CH3:17][C:3]1[CH:4]=[C:5]([O:9][CH2:10][CH2:11][CH2:12][S:13]([CH3:16])(=[O:15])=[O:14])[CH:6]=[C:7]([CH3:8])[C:2]=1[C:24]1[CH:23]=[CH:22][CH:21]=[C:20]([CH:18]=[O:19])[CH:25]=1. The yield is 0.940. (5) The reactants are [Br:1][C:2]1[CH:7]=[CH:6][C:5]([F:8])=[C:4](I)[CH:3]=1.[CH2:10]([S:12]([C:15]1[CH:20]=[CH:19][C:18](B(O)O)=[CH:17][CH:16]=1)(=[O:14])=[O:13])[CH3:11].C([O-])([O-])=O.[Na+].[Na+]. The catalyst is O1CCOCC1. The product is [CH2:10]([S:12]([C:15]1[CH:20]=[CH:19][C:18]([C:4]2[CH:3]=[C:2]([Br:1])[CH:7]=[CH:6][C:5]=2[F:8])=[CH:17][CH:16]=1)(=[O:13])=[O:14])[CH3:11]. The yield is 0.840. (6) The reactants are C(O[C:4](=[O:20])[C:5](=[CH:11][NH:12][C:13]1[CH2:18][CH2:17][CH2:16][C:15](=[O:19])[CH:14]=1)[C:6]([O:8][CH2:9][CH3:10])=[O:7])C.C1(OC2C=CC=CC=2)C=CC=CC=1. The catalyst is CCCCCC. The product is [CH2:9]([O:8][C:6]([C:5]1[C:4](=[O:20])[C:14]2[C:15](=[O:19])[CH2:16][CH2:17][CH2:18][C:13]=2[NH:12][CH:11]=1)=[O:7])[CH3:10]. The yield is 0.720. (7) The reactants are [H-].[Na+].[Si:3]([O:20][CH2:21][CH2:22][O:23][CH2:24][C@H:25]([OH:36])[C:26]([NH:28][C:29]1[CH:34]=[CH:33][C:32]([CH3:35])=[CH:31][N:30]=1)=[O:27])([C:16]([CH3:19])([CH3:18])[CH3:17])([C:10]1[CH:15]=[CH:14][CH:13]=[CH:12][CH:11]=1)[C:4]1[CH:9]=[CH:8][CH:7]=[CH:6][CH:5]=1.Cl[C:38]1[C:39]2[N:46]=[N:45][N:44]([C:47]3[CH:52]=[CH:51][CH:50]=[CH:49][C:48]=3[Cl:53])[C:40]=2[N:41]=[CH:42][N:43]=1.C(O)(=O)CC(CC(O)=O)(C(O)=O)O. The catalyst is C1COCC1. The product is [Si:3]([O:20][CH2:21][CH2:22][O:23][CH2:24][C@H:25]([O:36][C:38]1[C:39]2[N:46]=[N:45][N:44]([C:47]3[CH:52]=[CH:51][CH:50]=[CH:49][C:48]=3[Cl:53])[C:40]=2[N:41]=[CH:42][N:43]=1)[C:26]([NH:28][C:29]1[CH:34]=[CH:33][C:32]([CH3:35])=[CH:31][N:30]=1)=[O:27])([C:16]([CH3:19])([CH3:18])[CH3:17])([C:10]1[CH:11]=[CH:12][CH:13]=[CH:14][CH:15]=1)[C:4]1[CH:5]=[CH:6][CH:7]=[CH:8][CH:9]=1. The yield is 0.910. (8) The reactants are [NH:1]([C:21]([O:23][CH2:24][C:25]1[CH:30]=[CH:29][CH:28]=[CH:27][CH:26]=1)=[O:22])[C@@H:2]([C:18]([OH:20])=[O:19])[CH2:3][CH2:4][CH2:5][CH2:6][NH:7]C(OCC1C=CC=CC=1)=O.C1(NC2CCCCC2)CCCCC1.CCCCCC. The catalyst is C(O)(C)C.C(OCC)(=O)C. The product is [NH:1]([C:21]([O:23][CH2:24][C:25]1[CH:26]=[CH:27][CH:28]=[CH:29][CH:30]=1)=[O:22])[C@@H:2]([C:18]([OH:20])=[O:19])[CH2:3][CH2:4][CH2:5][CH2:6][NH2:7]. The yield is 0.690. (9) The reactants are C[O:2][C:3](=[O:43])[C:4]1[CH:9]=[CH:8][C:7]([N:10]([C:12](=[O:42])[CH2:13][N:14]([C:16]([C@@H:18]2[CH2:22][C@@H:21]([S:23]C(=O)C)[CH2:20][N:19]2[S:27]([C:30]2[CH:35]=[CH:34][C:33]([C:36]3[CH:41]=[CH:40][CH:39]=[CH:38][CH:37]=3)=[CH:32][CH:31]=2)(=[O:29])=[O:28])=[O:17])[CH3:15])[CH3:11])=[CH:6][CH:5]=1.[Li+].[OH-].OS([O-])(=O)=O.[K+]. The catalyst is C1COCC1. The product is [C:33]1([C:36]2[CH:37]=[CH:38][CH:39]=[CH:40][CH:41]=2)[CH:32]=[CH:31][C:30]([S:27]([N:19]2[CH2:20][C@H:21]([SH:23])[CH2:22][C@H:18]2[C:16]([N:14]([CH2:13][C:12]([N:10]([CH3:11])[C:7]2[CH:8]=[CH:9][C:4]([C:3]([OH:43])=[O:2])=[CH:5][CH:6]=2)=[O:42])[CH3:15])=[O:17])(=[O:28])=[O:29])=[CH:35][CH:34]=1. The yield is 0.690.